This data is from Forward reaction prediction with 1.9M reactions from USPTO patents (1976-2016). The task is: Predict the product of the given reaction. (1) The product is: [ClH:38].[N:11]1([C:14]2[N:15]=[CH:16][C:17]([NH:20][C:21]([C:23]3[N:24]=[C:25]([C:32]4[CH:37]=[CH:36][CH:35]=[CH:34][CH:33]=4)[O:26][C:27]=3[C:28]([F:29])([F:30])[F:31])=[O:22])=[CH:18][N:19]=2)[CH2:10][CH2:9][NH:8][CH2:13][CH2:12]1. Given the reactants C(OC([N:8]1[CH2:13][CH2:12][N:11]([C:14]2[N:19]=[CH:18][C:17]([NH:20][C:21]([C:23]3[N:24]=[C:25]([C:32]4[CH:37]=[CH:36][CH:35]=[CH:34][CH:33]=4)[O:26][C:27]=3[C:28]([F:31])([F:30])[F:29])=[O:22])=[CH:16][N:15]=2)[CH2:10][CH2:9]1)=O)(C)(C)C.[ClH:38], predict the reaction product. (2) The product is: [CH2:43]([NH:40][C:12]1[C:13]2[C:18]([O:19][CH3:20])=[N:17][CH:16]=[N:15][C:14]=2[N:9]([O:8][CH2:1][C:2]2[CH:7]=[CH:6][CH:5]=[CH:4][CH:3]=2)[C:10](=[O:22])[CH:11]=1)[C:44]1[CH:6]=[CH:7][CH:2]=[CH:3][CH:4]=1. Given the reactants [CH2:1]([O:8][N:9]1[C:14]2[N:15]=[CH:16][N:17]=[C:18]([O:19][CH3:20])[C:13]=2[C:12](O)=[CH:11][C:10]1=[O:22])[C:2]1[CH:7]=[CH:6][CH:5]=[CH:4][CH:3]=1.FC(F)(F)S(OS(C(F)(F)F)(=O)=O)(=O)=O.C([N:40]([CH2:43][CH3:44])CC)C, predict the reaction product. (3) Given the reactants [C:1]1([C:7]([C:9]2[N:10]=[C:11]([O:25][CH2:26][CH2:27][CH3:28])[C:12]3[N:17]=[C:16]([C:18]4[CH:23]=[CH:22][CH:21]=[C:20]([CH3:24])[CH:19]=4)[O:15][C:13]=3[N:14]=2)=[CH2:8])[CH:6]=[CH:5][CH:4]=[CH:3][CH:2]=1, predict the reaction product. The product is: [C:1]1([CH:7]([C:9]2[N:10]=[C:11]([O:25][CH2:26][CH2:27][CH3:28])[C:12]3[N:17]=[C:16]([C:18]4[CH:23]=[CH:22][CH:21]=[C:20]([CH3:24])[CH:19]=4)[O:15][C:13]=3[N:14]=2)[CH3:8])[CH:2]=[CH:3][CH:4]=[CH:5][CH:6]=1. (4) Given the reactants [F:1][C:2]([F:41])([F:40])[C:3]1[CH:4]=[C:5]([C@@H:13]([N:15]([CH3:39])[C:16]([N:18]2[CH2:30][CH2:29][C@:21]3([NH:25][C@H:24]([C:26]([NH2:28])=[O:27])[CH2:23][CH2:22]3)[CH2:20][C@@H:19]2[C:31]2[CH:36]=[CH:35][C:34]([F:37])=[CH:33][C:32]=2[CH3:38])=[O:17])[CH3:14])[CH:6]=[C:7]([C:9]([F:12])([F:11])[F:10])[CH:8]=1.[ClH:42], predict the reaction product. The product is: [ClH:42].[F:41][C:2]([F:1])([F:40])[C:3]1[CH:4]=[C:5]([C@@H:13]([N:15]([CH3:39])[C:16]([N:18]2[CH2:30][CH2:29][C@:21]3([NH:25][C@H:24]([C:26]([NH2:28])=[O:27])[CH2:23][CH2:22]3)[CH2:20][C@@H:19]2[C:31]2[CH:36]=[CH:35][C:34]([F:37])=[CH:33][C:32]=2[CH3:38])=[O:17])[CH3:14])[CH:6]=[C:7]([C:9]([F:10])([F:11])[F:12])[CH:8]=1. (5) Given the reactants O.O.O.Cl.[CH:5]1[C:21]2[CH2:20][C@H:19]3[N:22]([CH2:24][CH2:25][C@@:11]45[C@H:18]3[CH:17]=[CH:16][C@H:14]([OH:15])[C@@H:12]4[O:13][C:9]([C:10]=25)=[C:7]([OH:8])[CH:6]=1)[CH3:23].[Cl-].C(=O)([O-])O.[Na+], predict the reaction product. The product is: [CH:5]1[C:21]2[CH2:20][C@H:19]3[N:22]([CH2:24][CH2:25][C@@:11]45[C@H:18]3[CH:17]=[CH:16][C@H:14]([OH:15])[C@@H:12]4[O:13][C:9]([C:10]=25)=[C:7]([OH:8])[CH:6]=1)[CH3:23]. (6) Given the reactants [CH3:1][C:2]1[NH:3][CH:4]=[C:5]([C:7]([OH:9])=O)[N:6]=1.[NH2:10][C@@H:11]([CH3:28])[CH2:12][N:13]1[CH:17]=[CH:16][C:15]([C:18]2[CH:25]=[C:24]([F:26])[C:21]([C:22]#[N:23])=[C:20]([Cl:27])[CH:19]=2)=[N:14]1, predict the reaction product. The product is: [Cl:27][C:20]1[CH:19]=[C:18]([C:15]2[CH:16]=[CH:17][N:13]([CH2:12][C@@H:11]([NH:10][C:7]([C:5]3[N:6]=[C:2]([CH3:1])[NH:3][CH:4]=3)=[O:9])[CH3:28])[N:14]=2)[CH:25]=[C:24]([F:26])[C:21]=1[C:22]#[N:23]. (7) Given the reactants C[C@@H]([C@@H]1[C@@]2(C)[C@@H](O)C[C@@H]3[C@@]4(C)CC[C@@H](O)C[C@H]4C[C@@H](O)[C@H]3[C@@H]2CC1)CCC(O)=O.C=O.[CH:32]([O:34][CH:35]1[CH2:58][CH2:57][C@@:56]2([CH3:59])[CH:37]([CH2:38][CH:39]([O:64][CH:65]=[O:66])[C@@H:40]3[C@@H:55]2[CH2:54][CH:53]([O:60][CH:61]=[O:62])[C@@:52]2([CH3:63])[C@H:41]3[CH2:42][CH2:43][C@@H:44]2[C@H:45]([CH3:51])[CH2:46][CH2:47][C:48](O)=[O:49])[CH2:36]1)=[O:33].C(Cl)(=O)C([Cl:70])=O, predict the reaction product. The product is: [CH:32]([O:34][CH:35]1[CH2:58][CH2:57][C@@:56]2([CH3:59])[CH:37]([CH2:38][CH:39]([O:64][CH:65]=[O:66])[C@@H:40]3[C@@H:55]2[CH2:54][CH:53]([O:60][CH:61]=[O:62])[C@@:52]2([CH3:63])[C@H:41]3[CH2:42][CH2:43][C@@H:44]2[C@H:45]([CH3:51])[CH2:46][CH2:47][C:48]([Cl:70])=[O:49])[CH2:36]1)=[O:33]. (8) Given the reactants ClC1C(C(OC)=O)=CC=C2C=1C=CN2.[NH2:15][C:16]1[CH:25]=[C:24]([CH3:26])[C:19]([C:20]([O:22][CH3:23])=[O:21])=[C:18]([Cl:27])[C:17]=1[C:28]#[CH:29], predict the reaction product. The product is: [Cl:27][C:18]1[C:19]([C:20]([O:22][CH3:23])=[O:21])=[C:24]([CH3:26])[CH:25]=[C:16]2[C:17]=1[CH:28]=[CH:29][NH:15]2. (9) Given the reactants [Br:1][C:2]1[CH:7]=[C:6]([F:8])[CH:5]=[CH:4][C:3]=1[OH:9].C(=O)([O-])[O-].[K+].[K+].Br[CH:17]([CH3:23])[C:18]([O:20][CH2:21][CH3:22])=[O:19].[I-].[K+], predict the reaction product. The product is: [Br:1][C:2]1[CH:7]=[C:6]([F:8])[CH:5]=[CH:4][C:3]=1[O:9][CH:17]([CH3:23])[C:18]([O:20][CH2:21][CH3:22])=[O:19].